Task: Regression. Given two drug SMILES strings and cell line genomic features, predict the synergy score measuring deviation from expected non-interaction effect.. Dataset: NCI-60 drug combinations with 297,098 pairs across 59 cell lines (1) Drug 1: CN1C2=C(C=C(C=C2)N(CCCl)CCCl)N=C1CCCC(=O)O.Cl. Drug 2: CC12CCC3C(C1CCC2OP(=O)(O)O)CCC4=C3C=CC(=C4)OC(=O)N(CCCl)CCCl.[Na+]. Cell line: NCIH23. Synergy scores: CSS=3.65, Synergy_ZIP=0.389, Synergy_Bliss=0.130, Synergy_Loewe=0.680, Synergy_HSA=-1.13. (2) Drug 1: C1=CN(C(=O)N=C1N)C2C(C(C(O2)CO)O)O.Cl. Drug 2: C1CN(CCN1C(=O)CCBr)C(=O)CCBr. Cell line: SK-MEL-28. Synergy scores: CSS=43.8, Synergy_ZIP=-6.32, Synergy_Bliss=-0.327, Synergy_Loewe=2.62, Synergy_HSA=4.24. (3) Drug 1: CS(=O)(=O)OCCCCOS(=O)(=O)C. Drug 2: COC1=C2C(=CC3=C1OC=C3)C=CC(=O)O2. Cell line: CCRF-CEM. Synergy scores: CSS=71.4, Synergy_ZIP=10.7, Synergy_Bliss=4.39, Synergy_Loewe=-2.66, Synergy_HSA=4.66. (4) Drug 1: C1=CC(=CC=C1CCC2=CNC3=C2C(=O)NC(=N3)N)C(=O)NC(CCC(=O)O)C(=O)O. Drug 2: CCC1=CC2CC(C3=C(CN(C2)C1)C4=CC=CC=C4N3)(C5=C(C=C6C(=C5)C78CCN9C7C(C=CC9)(C(C(C8N6C)(C(=O)OC)O)OC(=O)C)CC)OC)C(=O)OC.C(C(C(=O)O)O)(C(=O)O)O. Cell line: COLO 205. Synergy scores: CSS=40.3, Synergy_ZIP=-0.772, Synergy_Bliss=-2.80, Synergy_Loewe=-5.64, Synergy_HSA=-0.0474. (5) Drug 1: CC1=C(C(CCC1)(C)C)C=CC(=CC=CC(=CC(=O)O)C)C. Drug 2: CS(=O)(=O)OCCCCOS(=O)(=O)C. Cell line: SF-539. Synergy scores: CSS=14.3, Synergy_ZIP=-0.733, Synergy_Bliss=4.41, Synergy_Loewe=1.86, Synergy_HSA=4.66. (6) Drug 1: CC1=C2C(C(=O)C3(C(CC4C(C3C(C(C2(C)C)(CC1OC(=O)C(C(C5=CC=CC=C5)NC(=O)OC(C)(C)C)O)O)OC(=O)C6=CC=CC=C6)(CO4)OC(=O)C)OC)C)OC. Drug 2: CC1=C(C(CCC1)(C)C)C=CC(=CC=CC(=CC(=O)O)C)C. Cell line: OVCAR-8. Synergy scores: CSS=53.7, Synergy_ZIP=8.48, Synergy_Bliss=6.20, Synergy_Loewe=-20.2, Synergy_HSA=6.96. (7) Drug 1: C1CNP(=O)(OC1)N(CCCl)CCCl. Drug 2: C1CN(P(=O)(OC1)NCCCl)CCCl. Cell line: IGROV1. Synergy scores: CSS=-7.80, Synergy_ZIP=4.84, Synergy_Bliss=0.311, Synergy_Loewe=-8.03, Synergy_HSA=-8.53. (8) Drug 1: CC1C(C(=O)NC(C(=O)N2CCCC2C(=O)N(CC(=O)N(C(C(=O)O1)C(C)C)C)C)C(C)C)NC(=O)C3=C4C(=C(C=C3)C)OC5=C(C(=O)C(=C(C5=N4)C(=O)NC6C(OC(=O)C(N(C(=O)CN(C(=O)C7CCCN7C(=O)C(NC6=O)C(C)C)C)C)C(C)C)C)N)C. Drug 2: C1=NNC2=C1C(=O)NC=N2. Cell line: MCF7. Synergy scores: CSS=6.92, Synergy_ZIP=-2.39, Synergy_Bliss=-2.04, Synergy_Loewe=-11.3, Synergy_HSA=-1.15. (9) Drug 1: C1=CN(C(=O)N=C1N)C2C(C(C(O2)CO)O)O.Cl. Drug 2: CCCCCOC(=O)NC1=NC(=O)N(C=C1F)C2C(C(C(O2)C)O)O. Cell line: LOX IMVI. Synergy scores: CSS=40.5, Synergy_ZIP=0.644, Synergy_Bliss=-1.10, Synergy_Loewe=-51.6, Synergy_HSA=-1.44. (10) Drug 1: CC1=C(N=C(N=C1N)C(CC(=O)N)NCC(C(=O)N)N)C(=O)NC(C(C2=CN=CN2)OC3C(C(C(C(O3)CO)O)O)OC4C(C(C(C(O4)CO)O)OC(=O)N)O)C(=O)NC(C)C(C(C)C(=O)NC(C(C)O)C(=O)NCCC5=NC(=CS5)C6=NC(=CS6)C(=O)NCCC[S+](C)C)O. Drug 2: CS(=O)(=O)OCCCCOS(=O)(=O)C. Cell line: HCC-2998. Synergy scores: CSS=17.7, Synergy_ZIP=-9.31, Synergy_Bliss=-8.01, Synergy_Loewe=-22.4, Synergy_HSA=-5.55.